Dataset: Drug-target binding data from BindingDB using IC50 measurements. Task: Regression. Given a target protein amino acid sequence and a drug SMILES string, predict the binding affinity score between them. We predict pIC50 (pIC50 = -log10(IC50 in M); higher means more potent). Dataset: bindingdb_ic50. (1) The drug is Cc1cc(O)cc(C)c1C=Cc1cncc(-c2nnn[nH]2)c1. The target protein (P39688) has sequence MGCVQCKDKEAAKLTEERDGSLNQSSGYRYGTDPTPQHYPSFGVTSIPNYNNFHAAGGQGLTVFGGVNSSSHTGTLRTRGGTGVTLFVALYDYEARTEDDLSFHKGEKFQILNSSEGDWWEARSLTTGETGYIPSNYVAPVDSIQAEEWYFGKLGRKDAERQLLSFGNPRGTFLIRESETTKGAYSLSIRDWDDMKGDHVKHYKIRKLDNGGYYITTRAQFETLQQLVQHYSERAAGLCCRLVVPCHKGMPRLTDLSVKTKDVWEIPRESLQLIKRLGNGQFGEVWMGTWNGNTKVAIKTLKPGTMSPESFLEEAQIMKKLKHDKLVQLYAVVSEEPIYIVTEYMSKGSLLDFLKDGEGRALKLPNLVDMAAQVAAGMAYIERMNYIHRDLRSANILVGNGLICKIADFGLARLIEDNEYTARQGAKFPIKWTAPEAALYGRFTIKSDVWSFGILLTELVTKGRVPYPGMNNREVLEQVERGYRMPCPQDCPISLHELMI.... The pIC50 is 7.4. (2) The small molecule is CC(=O)Nc1ccc(C(=O)O)cc1N=C(N)N. The target protein (Q6XUE4) has sequence MNPNQKIITIGSVSLTIATVCFLMQIAILATTVTLHFKQHECDSPASNQVMPCEPIIIERNITEIVYLNNTTIEKEICPEVVEYRNWSKPQCQITGFAPFSKDNSIRLSAGGDIWVTREPYVSCDPGKCYQFALGQGTTLDNKHSNGTIHDRIPHRTLLMNELGVPFHLGTKQVCVAWSSSSCHDGKAWLHVCVTGDDRNATASFIYDGRLVDSIGSWSQNILRTQESECVCINGTCTVVMTDGSASGRADTRILFIKEGKIVHISPLSGSAQHIEECSCYPRYPDVRCICRDNWKGSNRPVIDINMEDYSIDSSYVCSGLVGDTPRNDDSSSNSNCRDPNNERGNPGVKGWAFDNGDDVWMGRTINKDSRSGYETFKVIGGWSTPNSKSQVNRQVIVDNNNWSGYSGIFSVEGKSCINRCFYVELIRGRPQETRVWWTSNSIVVFCGTSGTYGTGSWPDGANINFMPI. The pIC50 is 5.0. (3) The drug is N=c1nnc(=N)c1=NNc1cccc(F)c1. The target protein (P0AE18) has sequence MAISIKTPEDIEKMRVAGRLAAEVLEMIEPYVKPGVSTGELDRICNDYIVNEQHAVSACLGYHGYPKSVCISINEVVCHGIPDDAKLLKDGDIVNIDVTVIKDGFHGDTSKMFIVGKPTIMGERLCRITQESLYLALRMVKPGINLREIGAAIQKFVEAEGFSVVREYCGHGIGRGFHEEPQVLHYDSRETNVVLKPGMTFTIEPMVNAGKKEIRTMKDGWTVKTKDRSLSAQYEHTIVVTDNGCEILTLRKDDTIPAIISHDE. The pIC50 is 6.3. (4) The small molecule is Clc1ccc(-c2ccc(-c3cc(-n4cnnn4)nn3-c3cccnc3)cc2)c(Cl)c1. The target protein (P56192) has sequence MRLFVSDGVPGCLPVLAAAGRARGRAEVLISTVGPEDCVVPFLTRPKVPVLQLDSGNYLFSTSAICRYFFLLSGWEQDDLTNQWLEWEATELQPALSAALYYLVVQGKKGEDVLGSVRRALTHIDHSLSRQNCPFLAGETESLADIVLWGALYPLLQDPAYLPEELSALHSWFQTLSTQEPCQRAAETVLKQQGVLALRPYLQKQPQPSPAEGRAVTNEPEEEELATLSEEEIAMAVTAWEKGLESLPPLRPQQNPVLPVAGERNVLITSALPYVNNVPHLGNIIGCVLSADVFARYSRLRQWNTLYLCGTDEYGTATETKALEEGLTPQEICDKYHIIHADIYRWFNISFDIFGRTTTPQQTKITQDIFQQLLKRGFVLQDTVEQLRCEHCARFLADRFVEGVCPFCGYEEARGDQCDKCGKLINAVELKKPQCKVCRSCPVVQSSQHLFLDLPKLEKRLEEWLGRTLPGSDWTPNAQFITRSWLRDGLKPRCITRDLK.... The pIC50 is 6.9.